This data is from Full USPTO retrosynthesis dataset with 1.9M reactions from patents (1976-2016). The task is: Predict the reactants needed to synthesize the given product. (1) Given the product [CH2:31]([O:30][C:27]1[C:26]([C:33]#[N:34])=[CH:25][C:24]([C:22]2[O:21][N:20]=[C:19]([C:17]3[CH:16]=[CH:15][C:12]4[CH2:13][CH2:14][N:8]([CH:5]([CH2:4][OH:3])[CH2:6][OH:7])[CH2:9][CH2:10][C:11]=4[CH:18]=3)[N:23]=2)=[CH:29][N:28]=1)[CH3:32], predict the reactants needed to synthesize it. The reactants are: CC1(C)[O:7][CH2:6][CH:5]([N:8]2[CH2:14][CH2:13][C:12]3[CH:15]=[CH:16][C:17]([C:19]4[N:23]=[C:22]([C:24]5[CH:25]=[C:26]([C:33]#[N:34])[C:27]([O:30][CH2:31][CH3:32])=[N:28][CH:29]=5)[O:21][N:20]=4)=[CH:18][C:11]=3[CH2:10][CH2:9]2)[CH2:4][O:3]1.Cl. (2) Given the product [CH:1]1([CH:4]([C:18]2[CH:23]=[CH:22][CH:21]=[CH:20][CH:19]=2)[NH:5][C:6]([C:8]2[CH:9]=[C:10]3[C:14](=[CH:15][CH:16]=2)[NH:13][N:12]=[C:11]3[C:38]2[CH:37]=[CH:36][C:35]([O:34][CH:31]3[CH2:30][CH2:29][N:28]([CH2:27][C:26]([N:25]([CH3:51])[CH3:24])=[O:50])[CH2:33][CH2:32]3)=[CH:40][CH:39]=2)=[O:7])[CH2:3][CH2:2]1, predict the reactants needed to synthesize it. The reactants are: [CH:1]1([CH:4]([C:18]2[CH:23]=[CH:22][CH:21]=[CH:20][CH:19]=2)[NH:5][C:6]([C:8]2[CH:9]=[C:10]3[C:14](=[CH:15][CH:16]=2)[NH:13][N:12]=[C:11]3I)=[O:7])[CH2:3][CH2:2]1.[CH3:24][N:25]([CH3:51])[C:26](=[O:50])[CH2:27][N:28]1[CH2:33][CH2:32][CH:31]([O:34][C:35]2[CH:40]=[CH:39][C:38](B3OC(C)(C)C(C)(C)O3)=[CH:37][CH:36]=2)[CH2:30][CH2:29]1. (3) Given the product [Cl:1][C:2]1[N:11]=[C:10]([N:12]2[CH2:13][CH2:14][O:15][CH2:16][CH2:17]2)[C:9]2[C:4](=[CH:5][C:6]([C:18]3[O:22][C:21]([C:23]#[N:27])=[CH:20][CH:19]=3)=[CH:7][CH:8]=2)[N:3]=1, predict the reactants needed to synthesize it. The reactants are: [Cl:1][C:2]1[N:11]=[C:10]([N:12]2[CH2:17][CH2:16][O:15][CH2:14][CH2:13]2)[C:9]2[C:4](=[CH:5][C:6]([C:18]3[O:22][C:21]([CH:23]=O)=[CH:20][CH:19]=3)=[CH:7][CH:8]=2)[N:3]=1.II.[NH3:27]. (4) Given the product [CH3:22][O:23][C:27]([C:2]1[CH:3]=[C:4]2[C:9](=[CH:10][CH:11]=1)[O:8][CH2:7][C:6]([C:12]([OH:14])=[O:13])=[CH:5]2)=[O:28], predict the reactants needed to synthesize it. The reactants are: Br[C:2]1[CH:3]=[C:4]2[C:9](=[CH:10][CH:11]=1)[O:8][CH2:7][C:6]([C:12]([OH:14])=[O:13])=[CH:5]2.CCN(CC)CC.[CH3:22][OH:23].CN([CH:27]=[O:28])C. (5) The reactants are: [NH:1]1[CH:5]=[CH:4][C:3]([NH:6][C:7]2[N:11]([C:12]3[CH:17]=[C:16](S(C)=O)[N:15]=[C:14]([CH3:21])[N:13]=3)[N:10]=[C:9]([C:22]([O:24][CH2:25][CH3:26])=[O:23])[CH:8]=2)=[N:2]1.[NH3:27].CC(O)C. Given the product [NH:1]1[CH:5]=[CH:4][C:3]([NH:6][C:7]2[N:11]([C:12]3[CH:17]=[C:16]([NH2:27])[N:15]=[C:14]([CH3:21])[N:13]=3)[N:10]=[C:9]([C:22]([O:24][CH2:25][CH3:26])=[O:23])[CH:8]=2)=[N:2]1, predict the reactants needed to synthesize it. (6) Given the product [Br:1][C:2]1[CH:3]=[N:4][N:5]([C:7]([CH3:11])([CH3:10])[CH2:8][O:9][CH2:13][CH2:14][N:15]2[CH2:19][CH2:18][CH2:17][CH2:16]2)[CH:6]=1, predict the reactants needed to synthesize it. The reactants are: [Br:1][C:2]1[CH:3]=[N:4][N:5]([C:7]([CH3:11])([CH3:10])[CH2:8][OH:9])[CH:6]=1.Cl[CH2:13][CH2:14][N:15]1[CH2:19][CH2:18][CH2:17][CH2:16]1.[H-].[Na+].